This data is from Forward reaction prediction with 1.9M reactions from USPTO patents (1976-2016). The task is: Predict the product of the given reaction. (1) The product is: [CH2:3]([O:7][C:9]1[N:10]=[CH:11][N:12]=[C:13]([O:15][C@@H:16]2[CH2:21][CH2:20][CH2:19][CH2:18][C@H:17]2[CH3:22])[CH:14]=1)[C:4]#[C:5][CH3:6]. Given the reactants [H-].[Na+].[CH2:3]([OH:7])[C:4]#[C:5][CH3:6].Cl[C:9]1[CH:14]=[C:13]([O:15][C@@H:16]2[CH2:21][CH2:20][CH2:19][CH2:18][C@H:17]2[CH3:22])[N:12]=[CH:11][N:10]=1.[Cl-].[NH4+], predict the reaction product. (2) Given the reactants [Br:1][C:2]1[CH:3]=[C:4]([S:8](Cl)(=[O:10])=[O:9])[CH:5]=[CH:6][CH:7]=1.[CH:12]1([NH:18][CH3:19])[CH2:17][CH2:16][CH2:15][CH2:14][CH2:13]1.CCN(C(C)C)C(C)C, predict the reaction product. The product is: [Br:1][C:2]1[CH:3]=[C:4]([S:8]([N:18]([CH:12]2[CH2:17][CH2:16][CH2:15][CH2:14][CH2:13]2)[CH3:19])(=[O:10])=[O:9])[CH:5]=[CH:6][CH:7]=1. (3) Given the reactants Cl.[O:2]1[C:6]2[CH:7]=[CH:8][CH:9]=[C:10]([CH:11]3[CH2:16][CH2:15][N:14]([CH2:17][CH2:18][C@H:19]4[CH2:24][CH2:23][C@H:22]([NH2:25])[CH2:21][CH2:20]4)[CH2:13][CH2:12]3)[C:5]=2[O:4][CH2:3]1.[OH:26][C:27]1([CH2:33][C:34](O)=[O:35])[CH2:32][CH2:31][CH2:30][CH2:29][CH2:28]1, predict the reaction product. The product is: [O:2]1[C:6]2[CH:7]=[CH:8][CH:9]=[C:10]([CH:11]3[CH2:16][CH2:15][N:14]([CH2:17][CH2:18][C@H:19]4[CH2:20][CH2:21][C@H:22]([NH:25][C:34](=[O:35])[CH2:33][C:27]5([OH:26])[CH2:32][CH2:31][CH2:30][CH2:29][CH2:28]5)[CH2:23][CH2:24]4)[CH2:13][CH2:12]3)[C:5]=2[O:4][CH2:3]1. (4) Given the reactants C(OC(=O)[NH:7][C:8]1[CH:13]=[C:12]([N:14]2[CH2:18][CH2:17][CH2:16][CH2:15]2)[C:11]([F:19])=[CH:10][C:9]=1[NH:20][C:21](=[O:37])[CH2:22][C:23]([C:25]1[CH:30]=[CH:29][CH:28]=[C:27]([C:31]2[O:35][N:34]=[C:33]([CH3:36])[CH:32]=2)[CH:26]=1)=O)(C)(C)C.C(O)(C(F)(F)F)=O, predict the reaction product. The product is: [F:19][C:11]1[C:12]([N:14]2[CH2:18][CH2:17][CH2:16][CH2:15]2)=[CH:13][C:8]2[N:7]=[C:23]([C:25]3[CH:30]=[CH:29][CH:28]=[C:27]([C:31]4[O:35][N:34]=[C:33]([CH3:36])[CH:32]=4)[CH:26]=3)[CH2:22][C:21](=[O:37])[NH:20][C:9]=2[CH:10]=1. (5) Given the reactants [CH2:1]([NH:8][C:9]([C:11]1[S:15][C:14]([NH2:16])=[N:13][C:12]=1[CH3:17])=[O:10])[C:2]1[CH:7]=[CH:6][CH:5]=[CH:4][CH:3]=1.C(N(CC)CC)C.[C:25]1([N:31]=[C:32]=[O:33])[CH:30]=[CH:29][CH:28]=[CH:27][CH:26]=1, predict the reaction product. The product is: [CH2:1]([NH:8][C:9]([C:11]1[S:15][C:14]([NH:16][C:32]([NH:31][C:25]2[CH:30]=[CH:29][CH:28]=[CH:27][CH:26]=2)=[O:33])=[N:13][C:12]=1[CH3:17])=[O:10])[C:2]1[CH:7]=[CH:6][CH:5]=[CH:4][CH:3]=1. (6) Given the reactants [OH:1][C:2]1[CH:9]=[CH:8][C:5]([CH:6]=O)=[CH:4][CH:3]=1.[NH:10]1[CH2:15][CH2:14][CH2:13][CH2:12][CH2:11]1.C(O)=O.Cl, predict the reaction product. The product is: [N:10]1([CH2:6][C:5]2[CH:8]=[CH:9][C:2]([OH:1])=[CH:3][CH:4]=2)[CH2:15][CH2:14][CH2:13][CH2:12][CH2:11]1.